From a dataset of Reaction yield outcomes from USPTO patents with 853,638 reactions. Predict the reaction yield, written as a fraction of the theoretical maximum amount of product (1.0 means a 100% yield; for example, 0.34 means a 34% yield). (1) The reactants are [C:1]([O:5][C:6]([N:8]1[CH2:15][CH2:14][CH2:13][C@H:9]1[C:10]([OH:12])=O)=[O:7])([CH3:4])([CH3:3])[CH3:2].[CH2:16]([NH2:23])[C:17]1[CH:22]=[CH:21][CH:20]=[CH:19][CH:18]=1. No catalyst specified. The product is [C:1]([O:5][C:6]([N:8]1[CH2:15][CH2:14][CH2:13][CH:9]1[C:10](=[O:12])[NH:23][CH2:16][C:17]1[CH:22]=[CH:21][CH:20]=[CH:19][CH:18]=1)=[O:7])([CH3:2])([CH3:3])[CH3:4]. The yield is 0.860. (2) The reactants are C([O:3][C:4](=[O:25])[CH2:5][C:6]1[CH:11]=[CH:10][C:9]([NH:12][C:13]([C:15]2[C:16]3[CH:23]=[CH:22][CH:21]=[CH:20][C:17]=3[O:18][CH:19]=2)=[O:14])=[C:8]([Cl:24])[CH:7]=1)C.[OH-].[Na+].Cl. The yield is 0.890. The catalyst is O1CCCC1.CO. The product is [O:18]1[CH:19]=[C:15]([C:13]([NH:12][C:9]2[CH:10]=[CH:11][C:6]([CH2:5][C:4]([OH:25])=[O:3])=[CH:7][C:8]=2[Cl:24])=[O:14])[C:16]2[CH:23]=[CH:22][CH:21]=[CH:20][C:17]1=2. (3) The reactants are [Cl:1][C:2]1[CH:3]=[N:4][CH:5]=[C:6]([Cl:26])[C:7]=1[NH:8][C:9](=[O:25])[C:10]1[CH:15]=[CH:14][C:13]([O:16][CH:17]([F:19])[F:18])=[C:12]([O:20][CH2:21][CH:22]2[CH2:24][CH2:23]2)[CH:11]=1.O.O.O.O.O.O.C(O[O-])(=O)C1C(=CC=CC=1)C([O-])=[O:37].[Mg+2].C(OCC)(=O)C. The catalyst is C(Cl)Cl.CO. The product is [Cl:26][C:6]1[CH:5]=[N+:4]([O-:37])[CH:3]=[C:2]([Cl:1])[C:7]=1[NH:8][C:9](=[O:25])[C:10]1[CH:15]=[CH:14][C:13]([O:16][CH:17]([F:18])[F:19])=[C:12]([O:20][CH2:21][CH:22]2[CH2:23][CH2:24]2)[CH:11]=1. The yield is 0.630. (4) The reactants are COCCOC[O:7][C:8]1[CH:13]=[CH:12][C:11]([C:14]2[N:19]=[C:18]([C:20]#[N:21])[C:17]3[N:22]=[N:23][N:24]([CH3:25])[C:16]=3[CH:15]=2)=[CH:10][C:9]=1[C:26]([F:29])([F:28])[F:27].Cl.CCOC(C)=O.N. The catalyst is C1COCC1. The product is [OH:7][C:8]1[CH:13]=[CH:12][C:11]([C:14]2[N:19]=[C:18]([C:20]#[N:21])[C:17]3[N:22]=[N:23][N:24]([CH3:25])[C:16]=3[CH:15]=2)=[CH:10][C:9]=1[C:26]([F:29])([F:28])[F:27]. The yield is 0.820. (5) The reactants are [CH3:1][C:2]1[C:16](=[O:17])[N:15]=[C:14]2[N:4]([C@@H:5]3[O:9][C@H:8]([CH2:10][OH:11])[C@@H:7]([OH:12])[C@@H:6]3[O:13]2)[CH:3]=1.[CH3:18][O:19][CH2:20][CH2:21][O:22]B([O:22][CH2:21][CH2:20][O:19][CH3:18])[O:22][CH2:21][CH2:20][O:19][CH3:18]. The catalyst is COCCO. The product is [CH3:18][O:19][CH2:20][CH2:21][O:22][C@@H:6]1[C@H:7]([OH:12])[C@@H:8]([CH2:10][OH:11])[O:9][C@H:5]1[N:4]1[CH:3]=[C:2]([CH3:1])[C:16](=[O:17])[NH:15][C:14]1=[O:13]. The yield is 0.630.